From a dataset of Full USPTO retrosynthesis dataset with 1.9M reactions from patents (1976-2016). Predict the reactants needed to synthesize the given product. (1) Given the product [CH2:1]([O:3][C:4]([C:6]1[C:15](=[O:16])[N:14]2[C:9]([C:10]([O:18][CH3:19])=[C:11]([N:41]3[CH2:42][CH2:43][CH:39]([CH2:38][CH2:37][NH:36][C:29]([O:31][C:32]([CH3:35])([CH3:34])[CH3:33])=[O:30])[CH2:40]3)[CH:12]=[CH:13]2)=[C:8]([CH2:20][CH3:21])[CH:7]=1)=[O:5])[CH3:2], predict the reactants needed to synthesize it. The reactants are: [CH2:1]([O:3][C:4]([C:6]1[C:15](=[O:16])[N:14]2[C:9]([C:10]([O:18][CH3:19])=[C:11](Cl)[CH:12]=[CH:13]2)=[C:8]([CH2:20][CH3:21])[CH:7]=1)=[O:5])[CH3:2].C(N(CC)CC)C.[C:29]([NH:36][CH2:37][CH2:38][CH:39]1[CH2:43][CH2:42][NH:41][CH2:40]1)([O:31][C:32]([CH3:35])([CH3:34])[CH3:33])=[O:30]. (2) The reactants are: [CH3:1]C1C=CC=C(C)C=1O.[OH:10][C:11]1[CH:16]=[CH:15][C:14]([N:17]2[C:21](=[O:22])[N:20]([C:23]3[CH:28]=[CH:27][CH:26]=[CH:25][CH:24]=3)[C:19](=[O:29])[NH:18]2)=[CH:13][CH:12]=1. Given the product [OH:10][C:11]1[CH:12]=[CH:13][C:14]([N:17]2[C:21](=[O:22])[N:20]([C:23]3[CH:28]=[CH:27][CH:26]=[CH:25][CH:24]=3)[C:19](=[O:29])[NH:18]2)=[C:15]([CH3:1])[CH:16]=1, predict the reactants needed to synthesize it. (3) The reactants are: [NH2:1][C:2]1[N:6]=[CH:5][NH:4][N:3]=1.[C:7]([N+:11]#[C-:12])([CH3:10])([CH3:9])[CH3:8].[N:13]1[CH:18]=[CH:17][C:16]([CH:19]=O)=[CH:15][CH:14]=1. Given the product [C:7]([NH:11][C:12]1[N:3]2[NH:4][CH:5]=[N:6][C:2]2=[N:1][C:19]=1[C:16]1[CH:17]=[CH:18][N:13]=[CH:14][CH:15]=1)([CH3:10])([CH3:9])[CH3:8], predict the reactants needed to synthesize it.